Dataset: NCI-60 drug combinations with 297,098 pairs across 59 cell lines. Task: Regression. Given two drug SMILES strings and cell line genomic features, predict the synergy score measuring deviation from expected non-interaction effect. (1) Drug 1: CC(C1=C(C=CC(=C1Cl)F)Cl)OC2=C(N=CC(=C2)C3=CN(N=C3)C4CCNCC4)N. Drug 2: CS(=O)(=O)CCNCC1=CC=C(O1)C2=CC3=C(C=C2)N=CN=C3NC4=CC(=C(C=C4)OCC5=CC(=CC=C5)F)Cl. Cell line: EKVX. Synergy scores: CSS=16.8, Synergy_ZIP=-1.32, Synergy_Bliss=1.24, Synergy_Loewe=0.782, Synergy_HSA=1.94. (2) Drug 1: CC(C1=C(C=CC(=C1Cl)F)Cl)OC2=C(N=CC(=C2)C3=CN(N=C3)C4CCNCC4)N. Drug 2: CNC(=O)C1=NC=CC(=C1)OC2=CC=C(C=C2)NC(=O)NC3=CC(=C(C=C3)Cl)C(F)(F)F. Cell line: SK-MEL-5. Synergy scores: CSS=7.47, Synergy_ZIP=-9.33, Synergy_Bliss=-13.4, Synergy_Loewe=-24.3, Synergy_HSA=-17.3. (3) Drug 1: CC1=C(C=C(C=C1)NC2=NC=CC(=N2)N(C)C3=CC4=NN(C(=C4C=C3)C)C)S(=O)(=O)N.Cl. Drug 2: CCCCCOC(=O)NC1=NC(=O)N(C=C1F)C2C(C(C(O2)C)O)O. Cell line: HOP-92. Synergy scores: CSS=5.81, Synergy_ZIP=-2.60, Synergy_Bliss=-1.31, Synergy_Loewe=-0.906, Synergy_HSA=-1.01. (4) Cell line: OVCAR-5. Drug 2: C1=CC(=CC=C1CCC2=CNC3=C2C(=O)NC(=N3)N)C(=O)NC(CCC(=O)O)C(=O)O. Synergy scores: CSS=23.2, Synergy_ZIP=1.91, Synergy_Bliss=0.250, Synergy_Loewe=-5.92, Synergy_HSA=0.865. Drug 1: CC1C(C(CC(O1)OC2CC(CC3=C2C(=C4C(=C3O)C(=O)C5=C(C4=O)C(=CC=C5)OC)O)(C(=O)CO)O)N)O.Cl. (5) Drug 1: CN1CCC(CC1)COC2=C(C=C3C(=C2)N=CN=C3NC4=C(C=C(C=C4)Br)F)OC. Drug 2: CC1CCC2CC(C(=CC=CC=CC(CC(C(=O)C(C(C(=CC(C(=O)CC(OC(=O)C3CCCCN3C(=O)C(=O)C1(O2)O)C(C)CC4CCC(C(C4)OC)OCCO)C)C)O)OC)C)C)C)OC. Cell line: MOLT-4. Synergy scores: CSS=29.3, Synergy_ZIP=-2.96, Synergy_Bliss=-5.76, Synergy_Loewe=-16.6, Synergy_HSA=-3.15. (6) Drug 1: CC1=C(C(CCC1)(C)C)C=CC(=CC=CC(=CC(=O)O)C)C. Drug 2: CC1=C(C=C(C=C1)NC(=O)C2=CC=C(C=C2)CN3CCN(CC3)C)NC4=NC=CC(=N4)C5=CN=CC=C5. Cell line: U251. Synergy scores: CSS=5.88, Synergy_ZIP=-0.726, Synergy_Bliss=-2.14, Synergy_Loewe=-4.55, Synergy_HSA=-3.54. (7) Drug 1: CC1=C(C=C(C=C1)C(=O)NC2=CC(=CC(=C2)C(F)(F)F)N3C=C(N=C3)C)NC4=NC=CC(=N4)C5=CN=CC=C5. Drug 2: CNC(=O)C1=NC=CC(=C1)OC2=CC=C(C=C2)NC(=O)NC3=CC(=C(C=C3)Cl)C(F)(F)F. Cell line: T-47D. Synergy scores: CSS=1.22, Synergy_ZIP=-0.410, Synergy_Bliss=-3.82, Synergy_Loewe=-5.61, Synergy_HSA=-4.92.